Dataset: Forward reaction prediction with 1.9M reactions from USPTO patents (1976-2016). Task: Predict the product of the given reaction. (1) Given the reactants [CH:1]1([CH2:8][O:9][C:10]2[N:15]=[C:14]([C:16]([O:18]C)=O)[CH:13]=[CH:12][CH:11]=2)[CH2:7][CH2:6][CH2:5][CH2:4][CH2:3][CH2:2]1.[CH3:20][C:21]#[N:22], predict the reaction product. The product is: [CH:1]1([CH2:8][O:9][C:10]2[N:15]=[C:14]([C:16](=[O:18])[CH2:20][C:21]#[N:22])[CH:13]=[CH:12][CH:11]=2)[CH2:2][CH2:3][CH2:4][CH2:5][CH2:6][CH2:7]1. (2) Given the reactants [NH:1]([C:10]([O:12][C:13]([CH3:16])([CH3:15])[CH3:14])=[O:11])[C@H:2](C(O)=O)[CH2:3][CH2:4][CH2:5][CH3:6].C1C=CC2N(O)N=NC=2C=1.CN([C:30]([O:34]N1N=NC2C=CC=CC1=2)=[N+](C)C)C.F[P-](F)(F)(F)(F)F.CCN(C(C)C)C(C)C.[C:60]([O:64][CH2:65][CH:66]1[C:78]2[CH:77]=[CH:76][CH:75]=[CH:74][C:73]=2[C:72]2[C:67]1=[CH:68][CH:69]=[CH:70][CH:71]=2)(=[O:63])[NH:61][NH2:62], predict the reaction product. The product is: [C:13]([O:12][C:10]([NH:1][CH2:2][CH2:3][CH2:4][CH2:5][CH2:6][C:30]([NH:62][NH:61][C:60]([O:64][CH2:65][CH:66]1[C:67]2[CH:68]=[CH:69][CH:70]=[CH:71][C:72]=2[C:73]2[C:78]1=[CH:77][CH:76]=[CH:75][CH:74]=2)=[O:63])=[O:34])=[O:11])([CH3:14])([CH3:15])[CH3:16]. (3) Given the reactants [CH2:1]([O:3][CH2:4][CH2:5][N:6]([S:19]([C:22]1[S:23][CH:24]=[CH:25][CH:26]=1)(=[O:21])=[O:20])[C:7]1[CH:8]=[CH:9][CH:10]=[C:11]2[C:15]=1[NH:14][C:13]([C:16](=[S:18])[NH2:17])=[CH:12]2)[CH3:2].Br[CH:28]([CH:31]=O)[CH:29]=[O:30].CN(C)C(=O)C.[BH4-].[Na+], predict the reaction product. The product is: [CH2:1]([O:3][CH2:4][CH2:5][N:6]([C:7]1[CH:8]=[CH:9][CH:10]=[C:11]2[C:15]=1[NH:14][C:13]([C:16]1[S:18][C:28]([CH2:29][OH:30])=[CH:31][N:17]=1)=[CH:12]2)[S:19]([C:22]1[S:23][CH:24]=[CH:25][CH:26]=1)(=[O:20])=[O:21])[CH3:2]. (4) Given the reactants [CH3:1]I.[H-].[Na+].[Cl:5][C:6]1[CH:7]=[C:8]2[C:13](=[CH:14][CH:15]=1)[CH:12]=[C:11]([S:16]([CH2:19][C@@H:20]([NH:39][C:40](=[O:46])[O:41][C:42]([CH3:45])([CH3:44])[CH3:43])[C:21]([N:23]1[CH2:28][CH2:27][CH:26]([N:29]3[CH2:33][C:32]4=[CH:34][N:35]=[C:36]([CH3:37])[N:31]4[C:30]3=[O:38])[CH2:25][CH2:24]1)=[O:22])(=[O:18])=[O:17])[CH:10]=[CH:9]2.O, predict the reaction product. The product is: [Cl:5][C:6]1[CH:7]=[C:8]2[C:13](=[CH:14][CH:15]=1)[CH:12]=[C:11]([S:16]([CH2:19][C@@H:20]([N:39]([CH3:1])[C:40](=[O:46])[O:41][C:42]([CH3:43])([CH3:45])[CH3:44])[C:21]([N:23]1[CH2:24][CH2:25][CH:26]([N:29]3[CH2:33][C:32]4=[CH:34][N:35]=[C:36]([CH3:37])[N:31]4[C:30]3=[O:38])[CH2:27][CH2:28]1)=[O:22])(=[O:18])=[O:17])[CH:10]=[CH:9]2. (5) Given the reactants [N:1]#[C:2][SH:3].[Cl:4][C:5]1[CH:10]=[CH:9][C:8]([CH:11]2[N:15]([C:16]3[CH:21]=[CH:20][C:19]([Cl:22])=[CH:18][C:17]=3[Cl:23])[N:14]=[C:13]([C:24]([NH:26][N:27]3[CH2:32][CH2:31][CH2:30][CH2:29][CH2:28]3)=[O:25])[CH2:12]2)=[CH:7][CH:6]=1, predict the reaction product. The product is: [S-:3][C:2]#[N:1].[Cl:4][C:5]1[CH:10]=[CH:9][C:8]([CH:11]2[N:15]([C:16]3[CH:21]=[CH:20][C:19]([Cl:22])=[CH:18][C:17]=3[Cl:23])[N:14]=[C:13]([C:24]([NH:26][N:27]3[CH2:28][CH2:29][CH2:30][CH2:31][CH2:32]3)=[O:25])[CH2:12]2)=[CH:7][CH:6]=1.